Predict the reaction yield, written as a fraction of the theoretical maximum amount of product (1.0 means a 100% yield; for example, 0.34 means a 34% yield). From a dataset of Reaction yield outcomes from USPTO patents with 853,638 reactions. (1) The reactants are [N:1]([C@H:4]([CH3:25])[CH2:5][N:6]1[C:14]2[C:9](=[CH:10][CH:11]=[C:12]3[O:18][CH2:17][CH:16]([O:19]C(OCC)C)[CH2:15][C:13]3=2)[CH:8]=[N:7]1)=[N+:2]=[N-:3].Cl.C(=O)(O)[O-].[Na+]. The catalyst is C1COCC1. The product is [N:1]([C@H:4]([CH3:25])[CH2:5][N:6]1[C:14]2[C:9](=[CH:10][CH:11]=[C:12]3[O:18][CH2:17][CH:16]([OH:19])[CH2:15][C:13]3=2)[CH:8]=[N:7]1)=[N+:2]=[N-:3]. The yield is 0.920. (2) The reactants are [Cl:1][C:2]1[C:3]([F:29])=[C:4]([CH:26]=[CH:27][CH:28]=1)[NH:5][C:6]1[C:15]2[C:10](=[CH:11][C:12]([O:24][CH3:25])=[C:13]([O:16][CH2:17][CH:18]3[CH2:23][CH2:22][NH:21][CH2:20][CH2:19]3)[CH:14]=2)[N:9]=[CH:8][N:7]=1.C(=O)([O-])[O-].[K+].[K+].Cl[CH2:37][C:38]#[N:39]. The catalyst is CC(N(C)C)=O. The product is [Cl:1][C:2]1[C:3]([F:29])=[C:4]([CH:26]=[CH:27][CH:28]=1)[NH:5][C:6]1[C:15]2[C:10](=[CH:11][C:12]([O:24][CH3:25])=[C:13]([O:16][CH2:17][CH:18]3[CH2:23][CH2:22][N:21]([CH2:37][C:38]#[N:39])[CH2:20][CH2:19]3)[CH:14]=2)[N:9]=[CH:8][N:7]=1. The yield is 0.0900. (3) The reactants are [C:1]([CH:9]([CH:15]([CH3:17])[CH3:16])[C:10]([O:12]CC)=O)(=O)[C:2]1[CH:7]=[CH:6][CH:5]=[CH:4][CH:3]=1.[NH2:18][C:19]1[NH:23][N:22]=[CH:21][C:20]=1[C:24]#[N:25]. The catalyst is CC1CCCO1.C([O-])(O)=O.[Na+].[Ti](Cl)(Cl)(Cl)Cl. The product is [CH:15]([C:9]1[C:10](=[O:12])[N:23]2[N:22]=[CH:21][C:20]([C:24]#[N:25])=[C:19]2[NH:18][C:1]=1[C:2]1[CH:3]=[CH:4][CH:5]=[CH:6][CH:7]=1)([CH3:16])[CH3:17]. The yield is 0.420.